From a dataset of Reaction yield outcomes from USPTO patents with 853,638 reactions. Predict the reaction yield, written as a fraction of the theoretical maximum amount of product (1.0 means a 100% yield; for example, 0.34 means a 34% yield). (1) The reactants are [F:1][C:2]1[CH:7]=[CH:6][C:5]([C:8]([C:15]2[CH:16]=[N:17][C:18]([N:21]3[CH2:26][CH2:25][N:24]([C:27]([O-:29])=[O:28])[CH2:23][CH2:22]3)=[N:19][CH:20]=2)([CH2:13][OH:14])[C:9]([O:11]C)=O)=[CH:4][CH:3]=1.[Li+].[BH4-]. The catalyst is C1COCC1. The product is [F:1][C:2]1[CH:3]=[CH:4][C:5]([C:8]([C:15]2[CH:16]=[N:17][C:18]([N:21]3[CH2:26][CH2:25][N:24]([C:27]([O:29][C:5]([CH3:8])([CH3:6])[CH3:4])=[O:28])[CH2:23][CH2:22]3)=[N:19][CH:20]=2)([CH2:13][OH:14])[CH2:9][OH:11])=[CH:6][CH:7]=1. The yield is 0.470. (2) The reactants are [NH2:1][C:2]1[C:11]([O:12][CH3:13])=[CH:10][C:9]2[C:4](=[CH:5][CH:6]=[CH:7][CH:8]=2)[CH:3]=1.[C:14]1([N:24]=[C:25]=[O:26])[C:23]2[C:18](=[CH:19][CH:20]=[CH:21][CH:22]=2)[CH:17]=[CH:16][CH:15]=1. The catalyst is C(Cl)Cl. The product is [CH3:13][O:12][C:11]1[C:2]([NH:1][C:25]([NH:24][C:14]2[C:23]3[C:18](=[CH:19][CH:20]=[CH:21][CH:22]=3)[CH:17]=[CH:16][CH:15]=2)=[O:26])=[CH:3][C:4]2[C:9]([CH:10]=1)=[CH:8][CH:7]=[CH:6][CH:5]=2. The yield is 0.900. (3) The reactants are [CH3:1][O:2][C:3]1[CH:8]=[CH:7][CH:6]=[CH:5][C:4]=1[N:9]1[CH2:14][CH2:13][N:12]([CH2:15][CH:16]([OH:30])[CH2:17][CH2:18][N:19]2C(=O)C3C(=CC=CC=3)C2=O)[CH2:11][CH2:10]1.NCCC(O)CN1CCN(C2C=CC=C(Cl)C=2Cl)CC1. No catalyst specified. The product is [NH2:19][CH2:18][CH2:17][CH:16]([OH:30])[CH2:15][N:12]1[CH2:13][CH2:14][N:9]([C:4]2[CH:5]=[CH:6][CH:7]=[CH:8][C:3]=2[O:2][CH3:1])[CH2:10][CH2:11]1. The yield is 0.690. (4) The reactants are [NH2:1][CH:2]1[CH2:7][CH2:6][N:5]([CH2:8][CH2:9][O:10][C:11]2[CH:16]=[CH:15][C:14]([NH:17][C:18](=[O:29])[C:19]3[CH:24]=[CH:23][CH:22]=[C:21]([C:25]([F:28])([F:27])[F:26])[CH:20]=3)=[CH:13][C:12]=2[C:30]2[N:31]([CH3:36])[N:32]=[CH:33][C:34]=2[Cl:35])[CH2:4][CH2:3]1.[CH3:37][S:38](Cl)(=[O:40])=[O:39]. The catalyst is CC(N(C)C)=O. The product is [Cl:35][C:34]1[CH:33]=[N:32][N:31]([CH3:36])[C:30]=1[C:12]1[CH:13]=[C:14]([NH:17][C:18](=[O:29])[C:19]2[CH:24]=[CH:23][CH:22]=[C:21]([C:25]([F:27])([F:28])[F:26])[CH:20]=2)[CH:15]=[CH:16][C:11]=1[O:10][CH2:9][CH2:8][N:5]1[CH2:4][CH2:3][CH:2]([NH:1][S:38]([CH3:37])(=[O:40])=[O:39])[CH2:7][CH2:6]1. The yield is 0.350. (5) The reactants are [CH3:1][N:2]1[CH2:7][CH2:6][CH:5]([C:8]2[CH:13]=[CH:12][CH:11]=[C:10]([C:14]([N:16]3[CH2:21][CH2:20][CH:19]([O:22][C:23]4[CH:28]=[CH:27][CH:26]=[CH:25][C:24]=4[CH3:29])[CH2:18][CH2:17]3)=[O:15])[N:9]=2)[CH2:4][CH2:3]1.[ClH:30]. The catalyst is C(Cl)Cl. The product is [ClH:30].[CH3:1][N:2]1[CH2:7][CH2:6][CH:5]([C:8]2[CH:13]=[CH:12][CH:11]=[C:10]([C:14]([N:16]3[CH2:17][CH2:18][CH:19]([O:22][C:23]4[CH:28]=[CH:27][CH:26]=[CH:25][C:24]=4[CH3:29])[CH2:20][CH2:21]3)=[O:15])[N:9]=2)[CH2:4][CH2:3]1. The yield is 0.840. (6) The reactants are [CH3:1][C:2]1[N:7]=[C:6]([C:8]2[N:13]=[CH:12][C:11]3[CH:14]=[N:15][N:16]([C:17]4[N:22]=[C:21]([CH:23]5[C:28](=[O:29])[CH2:27][CH2:26][N:25]([C:30]([O:32][C:33]([CH3:36])([CH3:35])[CH3:34])=[O:31])[CH2:24]5)[CH:20]=[CH:19][CH:18]=4)[C:10]=3[CH:9]=2)[CH:5]=[N:4][CH:3]=1.[BH4-].[Na+]. The catalyst is O1CCCC1. The product is [OH:29][CH:28]1[CH2:27][CH2:26][N:25]([C:30]([O:32][C:33]([CH3:36])([CH3:35])[CH3:34])=[O:31])[CH2:24][CH:23]1[C:21]1[CH:20]=[CH:19][CH:18]=[C:17]([N:16]2[C:10]3[CH:9]=[C:8]([C:6]4[CH:5]=[N:4][CH:3]=[C:2]([CH3:1])[N:7]=4)[N:13]=[CH:12][C:11]=3[CH:14]=[N:15]2)[N:22]=1. The yield is 0.440. (7) The reactants are [Cl:1][C:2]1[CH:9]=[CH:8][C:5]([CH2:6]Cl)=[C:4]([CH3:10])[CH:3]=1.[C-:11]#[N:12].[K+]. The catalyst is C(O)C. The product is [Cl:1][C:2]1[CH:9]=[CH:8][C:5]([CH2:6][C:11]#[N:12])=[C:4]([CH3:10])[CH:3]=1. The yield is 0.660.